This data is from Catalyst prediction with 721,799 reactions and 888 catalyst types from USPTO. The task is: Predict which catalyst facilitates the given reaction. (1) Reactant: [CH3:1][O:2][C:3]1[CH:4]=[CH:5][C:6]([CH2:17][C:18]([C:20]2([CH3:23])[CH2:22][CH2:21]2)=[O:19])=[C:7]([NH:9][C:10](=[O:16])[O:11][C:12]([CH3:15])([CH3:14])[CH3:13])[CH:8]=1.[H-].[Na+].Cl[CH2:27][C:28]1[N:33]=[C:32]([C:34]#[N:35])[CH:31]=[CH:30][CH:29]=1.[Cl-].[NH4+]. Product: [C:34]([C:32]1[N:33]=[C:28]([CH2:27][CH:17]([C:6]2[CH:5]=[CH:4][C:3]([O:2][CH3:1])=[CH:8][C:7]=2[NH:9][C:10](=[O:16])[O:11][C:12]([CH3:15])([CH3:13])[CH3:14])[C:18]([C:20]2([CH3:23])[CH2:22][CH2:21]2)=[O:19])[CH:29]=[CH:30][CH:31]=1)#[N:35]. The catalyst class is: 35. (2) Reactant: C(N(CC)C(C)C)(C)C.[Cl:10][C:11]1[CH:33]=[CH:32][C:14]([CH2:15][NH:16][C:17]([C:19]2[C:20](=[O:31])[C:21]3[CH:28]=[C:27]([CH2:29]Cl)[O:26][C:22]=3[N:23]([CH3:25])[CH:24]=2)=[O:18])=[CH:13][CH:12]=1.Cl.Cl.[CH3:36][NH:37][CH2:38][C@H:39]([C:41]1[CH:46]=[CH:45][CH:44]=[CH:43][N:42]=1)[OH:40]. Product: [Cl:10][C:11]1[CH:33]=[CH:32][C:14]([CH2:15][NH:16][C:17]([C:19]2[C:20](=[O:31])[C:21]3[CH:28]=[C:27]([CH2:29][N:37]([CH2:38][C@@H:39]([OH:40])[C:41]4[CH:46]=[CH:45][CH:44]=[CH:43][N:42]=4)[CH3:36])[O:26][C:22]=3[N:23]([CH3:25])[CH:24]=2)=[O:18])=[CH:13][CH:12]=1. The catalyst class is: 3. (3) Reactant: [F:1][C:2]([F:20])([F:19])[C:3]1[CH:4]=[C:5]([CH:13]2[CH2:17][NH:16][C:15](=[O:18])[CH2:14]2)[CH:6]=[C:7]([C:9]([F:12])([F:11])[F:10])[CH:8]=1.[H-].[Na+].[F:23][C:24]1([F:33])[CH2:27][N:26]([C:28](=[O:32])/[CH:29]=[CH:30]\I)[CH2:25]1.O. Product: [F:10][C:9]([F:12])([F:11])[C:7]1[CH:6]=[C:5]([CH:13]2[CH2:17][N:16](/[CH:30]=[CH:29]/[C:28]([N:26]3[CH2:27][C:24]([F:33])([F:23])[CH2:25]3)=[O:32])[C:15](=[O:18])[CH2:14]2)[CH:4]=[C:3]([C:2]([F:1])([F:19])[F:20])[CH:8]=1. The catalyst class is: 3. (4) Reactant: [F:1][C:2]1[CH:26]=[CH:25][CH:24]=[C:23]([F:27])[C:3]=1[C:4]([NH:6][C:7](=[O:22])[N:8]([CH3:21])[C:9]1[CH:14]=[CH:13][C:12]([S:15][C:16]([F:19])([F:18])[F:17])=[CH:11][C:10]=1[CH3:20])=[O:5].[H-].[Na+].[CH3:30]I.[Cl-].[NH4+]. Product: [F:1][C:2]1[CH:26]=[CH:25][CH:24]=[C:23]([F:27])[C:3]=1[C:4]([N:6]([CH3:30])[C:7]([N:8]([CH3:21])[C:9]1[CH:14]=[CH:13][C:12]([S:15][C:16]([F:18])([F:17])[F:19])=[CH:11][C:10]=1[CH3:20])=[O:22])=[O:5]. The catalyst class is: 264.